Dataset: Forward reaction prediction with 1.9M reactions from USPTO patents (1976-2016). Task: Predict the product of the given reaction. Given the reactants [C:1]([OH:8])(=[O:7])/[CH:2]=[CH:3]\[C:4]([OH:6])=[O:5].[CH:9]1([C:12]2[C:17]([C:18]3[CH:23]=[CH:22][C:21]([F:24])=[CH:20][CH:19]=3)=[C:16]([F:25])[C:15]([O:26][CH:27]([CH3:29])[CH3:28])=[C:14]([CH2:30][N:31]3[CH2:36][CH2:35][CH:34]([N:37]4[CH:42]=[CH:41][C:40]([C:43]([OH:45])=[O:44])=[C:39]([CH3:46])[C:38]4=[O:47])[CH2:33][CH2:32]3)[CH:13]=2)[CH2:11][CH2:10]1, predict the reaction product. The product is: [C:1]([OH:8])(=[O:7])/[CH:2]=[CH:3]\[C:4]([OH:6])=[O:5].[CH:9]1([C:12]2[C:17]([C:18]3[CH:19]=[CH:20][C:21]([F:24])=[CH:22][CH:23]=3)=[C:16]([F:25])[C:15]([O:26][CH:27]([CH3:29])[CH3:28])=[C:14]([CH2:30][N:31]3[CH2:32][CH2:33][CH:34]([N:37]4[CH:42]=[CH:41][C:40]([C:43]([OH:45])=[O:44])=[C:39]([CH3:46])[C:38]4=[O:47])[CH2:35][CH2:36]3)[CH:13]=2)[CH2:11][CH2:10]1.